From a dataset of Forward reaction prediction with 1.9M reactions from USPTO patents (1976-2016). Predict the product of the given reaction. (1) Given the reactants F[C:2]1[CH:7]=[CH:6][C:5]([C:8](=[O:12])CCC)=CC=1.Cl.N1CC(O)C1.C([O-])([O-])=O.[K+].[K+].[OH:25][CH:26]1[CH2:29][N:28]([C:30]2[CH:35]=[CH:34][C:33]([C:36](=[O:40])[CH2:37][CH2:38][CH3:39])=[CH:32][CH:31]=2)[CH2:27]1.O1C=CCCC1, predict the reaction product. The product is: [O:12]1[CH2:8][CH2:5][CH2:6][CH2:7][CH:2]1[O:25][CH:26]1[CH2:27][N:28]([C:30]2[CH:31]=[CH:32][C:33]([C:36](=[O:40])[CH2:37][CH2:38][CH3:39])=[CH:34][CH:35]=2)[CH2:29]1. (2) Given the reactants C([O:5][C:6]([CH2:8][S:9][C:10]1[N:11]=[C:12]2[CH:29]=[C:28]([CH2:30][CH2:31][C:32]3[S:33][CH:34]=[C:35]([CH:37]([CH3:39])[CH3:38])[N:36]=3)[CH:27]=[CH:26][N:13]2[C:14](=[O:25])[C:15]=1/[CH:16]=[CH:17]/[C:18]([O:20]C(C)(C)C)=[O:19])=[O:7])(C)(C)C.C([SiH](CC)CC)C.FC(F)(F)C(O)=O, predict the reaction product. The product is: [C:6]([CH2:8][S:9][C:10]1[N:11]=[C:12]2[CH:29]=[C:28]([CH2:30][CH2:31][C:32]3[S:33][CH:34]=[C:35]([CH:37]([CH3:39])[CH3:38])[N:36]=3)[CH:27]=[CH:26][N:13]2[C:14](=[O:25])[C:15]=1/[CH:16]=[CH:17]/[C:18]([OH:20])=[O:19])([OH:7])=[O:5]. (3) Given the reactants BrC1C=C(C2C=NC=C(C=2NC2C=C3C(=CC=2)NC=C3)C#N)C=CC=1.Cl[C:27]1[C:32]([C:33]#[N:34])=[CH:31][N:30]=[CH:29][C:28]=1[C:35]1[CH:40]=[CH:39][C:38]([O:41][CH3:42])=[C:37]([O:43][CH3:44])[CH:36]=1.[NH2:45][C:46]1[CH:47]=[C:48]2[C:52](=[C:53]([CH3:55])[CH:54]=1)[NH:51][CH:50]=[CH:49]2, predict the reaction product. The product is: [CH3:44][O:43][C:37]1[CH:36]=[C:35]([C:28]2[CH:29]=[N:30][CH:31]=[C:32]([C:27]=2[NH:45][C:46]2[CH:47]=[C:48]3[C:52](=[C:53]([CH3:55])[CH:54]=2)[NH:51][CH:50]=[CH:49]3)[C:33]#[N:34])[CH:40]=[CH:39][C:38]=1[O:41][CH3:42]. (4) Given the reactants [NH2:1][C@@H:2]([CH2:6][CH2:7][CH2:8][C:9]([OH:11])=[O:10])[C:3]([OH:5])=[O:4].C(=O)([O-])[O-].[Na+].[Na+].[F:18][C:19]1[CH:27]=[CH:26][C:22]([C:23](Cl)=[O:24])=[CH:21][CH:20]=1, predict the reaction product. The product is: [F:18][C:19]1[CH:27]=[CH:26][C:22]([C:23]([NH:1][C@@H:2]([CH2:6][CH2:7][CH2:8][C:9]([OH:11])=[O:10])[C:3]([OH:5])=[O:4])=[O:24])=[CH:21][CH:20]=1. (5) The product is: [CH:1]([O:4][C:5]([N:7]1[CH2:8][CH2:9][CH:10]([NH:13][C:15]2[CH:16]=[C:17]([N:21]3[C:29]4[C:24](=[CH:25][C:26]([S:30]([CH3:33])(=[O:31])=[O:32])=[CH:27][CH:28]=4)[CH2:23][CH2:22]3)[N:18]=[CH:19][N:20]=2)[CH2:11][CH2:12]1)=[O:6])([CH3:3])[CH3:2]. Given the reactants [CH:1]([O:4][C:5]([N:7]1[CH2:12][CH2:11][CH:10]([NH2:13])[CH2:9][CH2:8]1)=[O:6])([CH3:3])[CH3:2].Cl[C:15]1[N:20]=[CH:19][N:18]=[C:17]([N:21]2[C:29]3[C:24](=[CH:25][C:26]([S:30]([CH3:33])(=[O:32])=[O:31])=[CH:27][CH:28]=3)[CH2:23][CH2:22]2)[CH:16]=1.C(N(C(C)C)CC)(C)C, predict the reaction product. (6) Given the reactants C([O:3][C:4](=[O:16])[C:5]1[CH:10]=[C:9]([CH3:11])[N:8]=[C:7]([NH:12][CH:13]([CH3:15])[CH3:14])[CH:6]=1)C.[ClH:17], predict the reaction product. The product is: [ClH:17].[CH:13]([NH:12][C:7]1[CH:6]=[C:5]([CH:10]=[C:9]([CH3:11])[N:8]=1)[C:4]([OH:16])=[O:3])([CH3:15])[CH3:14]. (7) Given the reactants C([O:8][CH2:9][CH:10]([CH2:29][O:30]CC1C=CC=CC=1)[O:11][CH2:12][CH2:13][CH:14]1[CH2:19][CH2:18][CH:17]([CH:20]2[CH2:25][CH2:24][CH:23]([CH2:26][CH2:27][CH3:28])[CH2:22][CH2:21]2)[CH2:16][CH2:15]1)C1C=CC=CC=1, predict the reaction product. The product is: [CH2:26]([CH:23]1[CH2:22][CH2:21][CH:20]([CH:17]2[CH2:18][CH2:19][CH:14]([CH2:13][CH2:12][O:11][CH:10]([CH2:29][OH:30])[CH2:9][OH:8])[CH2:15][CH2:16]2)[CH2:25][CH2:24]1)[CH2:27][CH3:28].